Dataset: Full USPTO retrosynthesis dataset with 1.9M reactions from patents (1976-2016). Task: Predict the reactants needed to synthesize the given product. (1) Given the product [NH2:16][C:10]1[O:11][CH2:12][C:13]([F:14])([F:15])[C@:8]([C:6]2[CH:7]=[C:2]([NH:1][C:26]([C:23]3[N:24]=[CH:25][C:20]([Cl:19])=[CH:21][N:22]=3)=[O:27])[CH:3]=[CH:4][C:5]=2[F:18])([CH3:17])[N:9]=1, predict the reactants needed to synthesize it. The reactants are: [NH2:1][C:2]1[CH:3]=[CH:4][C:5]([F:18])=[C:6]([C@:8]2([CH3:17])[C:13]([F:15])([F:14])[CH2:12][O:11][C:10]([NH2:16])=[N:9]2)[CH:7]=1.[Cl:19][C:20]1[CH:21]=[N:22][C:23]([C:26](O)=[O:27])=[N:24][CH:25]=1. (2) Given the product [Br:41][C:23]1[C:24]([O:26][CH3:27])=[CH:25][C:20]([O:19][CH2:18][C@@H:17]([OH:32])[CH2:16][N:13]2[CH2:12][CH2:11][CH:10]([N:6]3[C:5]4[CH:33]=[CH:34][C:2]([F:1])=[CH:3][C:4]=4[NH:8][C:7]3=[O:9])[CH2:15][CH2:14]2)=[C:21]([NH:28][C:29](=[O:31])[CH3:30])[CH:22]=1, predict the reactants needed to synthesize it. The reactants are: [F:1][C:2]1[CH:34]=[CH:33][C:5]2[N:6]([CH:10]3[CH2:15][CH2:14][N:13]([CH2:16][C@H:17]([OH:32])[CH2:18][O:19][C:20]4[CH:25]=[C:24]([O:26][CH3:27])[CH:23]=[CH:22][C:21]=4[NH:28][C:29](=[O:31])[CH3:30])[CH2:12][CH2:11]3)[C:7](=[O:9])[NH:8][C:4]=2[CH:3]=1.CN(C=O)C.B(Br)(Br)[Br:41]. (3) Given the product [F:44][C:23]1[CH:22]=[CH:21][C:20]([N:5]2[CH2:4][CH2:3][C:2]([NH:8][C:9](=[O:18])[O:10][CH2:11][C:12]3[CH:17]=[CH:16][CH:15]=[CH:14][CH:13]=3)([CH3:1])[CH2:7][CH2:6]2)=[C:29]2[C:24]=1[CH:25]=[CH:26][C:27]([C:30]1[N:34]3[CH:35]=[CH:36][C:37]([O:39][CH2:40][CH2:41][O:42][CH3:43])=[CH:38][C:33]3=[N:32][CH:31]=1)=[N:28]2, predict the reactants needed to synthesize it. The reactants are: [CH3:1][C:2]1([NH:8][C:9](=[O:18])[O:10][CH2:11][C:12]2[CH:17]=[CH:16][CH:15]=[CH:14][CH:13]=2)[CH2:7][CH2:6][NH:5][CH2:4][CH2:3]1.Br[C:20]1[CH:21]=[CH:22][C:23]([F:44])=[C:24]2[C:29]=1[N:28]=[C:27]([C:30]1[N:34]3[CH:35]=[CH:36][C:37]([O:39][CH2:40][CH2:41][O:42][CH3:43])=[CH:38][C:33]3=[N:32][CH:31]=1)[CH:26]=[CH:25]2.C([O-])([O-])=O.[Cs+].[Cs+].C1C=CC(P(C2C=CC3C(=CC=CC=3)C=2C2C3C(=CC=CC=3)C=CC=2P(C2C=CC=CC=2)C2C=CC=CC=2)C2C=CC=CC=2)=CC=1. (4) Given the product [Br:17][C:15]1[CH:16]=[C:11]([NH:8][C:6]2[CH:5]=[N:4][N:3]([CH:2]([F:9])[F:1])[N:7]=2)[C:12](=[O:19])[N:13]([CH3:18])[CH:14]=1, predict the reactants needed to synthesize it. The reactants are: [F:1][CH:2]([F:9])[N:3]1[N:7]=[C:6]([NH2:8])[CH:5]=[N:4]1.Br[C:11]1[C:12](=[O:19])[N:13]([CH3:18])[CH:14]=[C:15]([Br:17])[CH:16]=1.